From a dataset of Reaction yield outcomes from USPTO patents with 853,638 reactions. Predict the reaction yield, written as a fraction of the theoretical maximum amount of product (1.0 means a 100% yield; for example, 0.34 means a 34% yield). (1) The reactants are [CH3:1][CH2:2][O:3][C:4]([C:6]1[N:7](C(OC(C)(C)C)=O)[C:8]2[C:13]([CH:14]=1)=[CH:12][C:11]([Cl:15])=[CH:10][C:9]=2[CH2:16][C:17]#[N:18])=[O:5].C(O)(C(F)(F)F)=O. The catalyst is C(Cl)Cl. The product is [CH2:2]([O:3][C:4]([C:6]1[NH:7][C:8]2[C:13]([CH:14]=1)=[CH:12][C:11]([Cl:15])=[CH:10][C:9]=2[CH2:16][C:17]#[N:18])=[O:5])[CH3:1]. The yield is 0.350. (2) The reactants are O1CCCC1.C([O:8][C:9](=O)[C:10]1[CH:15]=[CH:14][C:13]([CH2:16][CH2:17][CH:18]2[CH2:22][CH2:21][CH2:20][O:19]2)=[CH:12][C:11]=1CC)C.[H-].C([Al+]CC(C)C)C(C)C.C(C(C(C([O-])=O)O)O)([O-])=O.[Na+].[K+]. The catalyst is C(OCC)(=O)C. The product is [O:19]1[CH2:20][CH2:21][CH2:22][CH:18]1[CH2:17][CH2:16][C:13]1[CH:12]=[CH:11][C:10]([CH2:9][OH:8])=[CH:15][CH:14]=1. The yield is 0.310. (3) The reactants are [O:1]=[C:2]([N:5]1[C@H:9]([CH2:10][C:11]2[CH:16]=[CH:15][CH:14]=[CH:13][CH:12]=2)[CH2:8][O:7][C:6]1=[O:17])[CH2:3][CH3:4].CCN(C(C)C)C(C)C.[CH:27]([C@H:29]1[CH2:33][O:32][C:31]([CH3:35])([CH3:34])[N:30]1[C:36]([O:38][C:39]([CH3:42])([CH3:41])[CH3:40])=[O:37])=[O:28]. The catalyst is C(Cl)Cl.Cl[Ti](Cl)(Cl)Cl. The product is [CH2:10]([C@@H:9]1[CH2:8][O:7][C:6](=[O:17])[N:5]1[C:2](=[O:1])[C@H:3]([CH3:4])[C@H:27]([C@H:29]1[CH2:33][O:32][C:31]([CH3:35])([CH3:34])[N:30]1[C:36]([O:38][C:39]([CH3:42])([CH3:41])[CH3:40])=[O:37])[OH:28])[C:11]1[CH:12]=[CH:13][CH:14]=[CH:15][CH:16]=1. The yield is 0.870. (4) The reactants are [Cl:1][C:2]1[CH:3]=[C:4]([C:10]2[CH:14]=[CH:13][N:12]([CH2:15][C@@H:16]([NH:18][C:19]([C:21]3[N:22]=[C:23]([C:26]([OH:28])=O)[S:24][CH:25]=3)=[O:20])[CH3:17])[N:11]=2)[CH:5]=[CH:6][C:7]=1[C:8]#[N:9].Cl.[CH3:30][NH:31][CH3:32]. No catalyst specified. The product is [Cl:1][C:2]1[CH:3]=[C:4]([C:10]2[CH:14]=[CH:13][N:12]([CH2:15][C@@H:16]([NH:18][C:19]([C:21]3[N:22]=[C:23]([C:26]([N:31]([CH3:32])[CH3:30])=[O:28])[S:24][CH:25]=3)=[O:20])[CH3:17])[N:11]=2)[CH:5]=[CH:6][C:7]=1[C:8]#[N:9]. The yield is 0.234. (5) The reactants are [O:1]1[CH:5]=[CH:4][CH:3]=[C:2]1[C:6]1[NH:11][C:10](=[O:12])[C:9]([C:13]#[N:14])=[CH:8][C:7]=1[C:15]1[CH:20]=[CH:19][N:18]=[CH:17][N:16]=1.[OH-:21].[Na+].OO.Cl. The catalyst is C(O)C.O. The product is [O:1]1[CH:5]=[CH:4][CH:3]=[C:2]1[C:6]1[NH:11][C:10](=[O:12])[C:9]([C:13]([NH2:14])=[O:21])=[CH:8][C:7]=1[C:15]1[CH:20]=[CH:19][N:18]=[CH:17][N:16]=1. The yield is 0.800. (6) The reactants are [CH3:1][O:2][C:3]([NH:5][C:6](=[C:10]1[CH2:15][CH2:14][O:13][CH2:12][CH2:11]1)[C:7]([OH:9])=O)=[O:4].CN(C(ON1N=NC2C=CC=NC1=2)=[N+](C)C)C.F[P-](F)(F)(F)(F)F.Cl.Cl.Cl.[CH3:43][O:44][C:45](=[O:89])[NH:46][CH:47]([C:51]([N:53]1[CH2:57][CH2:56][CH2:55][CH:54]1[C:58]1[NH:59][C:60]([C:63]2[CH:72]=[CH:71][C:70]3[C:65](=[CH:66][CH:67]=[C:68]([C:73]4[CH:78]=[CH:77][C:76]([C:79]5[NH:80][C:81]([CH:84]6[CH2:88][CH2:87][CH2:86][NH:85]6)=[N:82][CH:83]=5)=[CH:75][CH:74]=4)[CH:69]=3)[CH:64]=2)=[CH:61][N:62]=1)=[O:52])[CH:48]([CH3:50])[CH3:49].C(N(C(C)C)CC)(C)C. The catalyst is CN(C)C=O.C(OCC)(=O)C. The product is [CH3:43][O:44][C:45](=[O:89])[NH:46][CH:47]([C:51]([N:53]1[CH2:57][CH2:56][CH2:55][CH:54]1[C:58]1[NH:59][C:60]([C:63]2[CH:72]=[CH:71][C:70]3[C:65](=[CH:66][CH:67]=[C:68]([C:73]4[CH:78]=[CH:77][C:76]([C:79]5[NH:80][C:81]([CH:84]6[CH2:88][CH2:87][CH2:86][N:85]6[C:7](=[O:9])[C:6]([NH:5][C:3]([O:2][CH3:1])=[O:4])=[C:10]6[CH2:15][CH2:14][O:13][CH2:12][CH2:11]6)=[N:82][CH:83]=5)=[CH:75][CH:74]=4)[CH:69]=3)[CH:64]=2)=[CH:61][N:62]=1)=[O:52])[CH:48]([CH3:50])[CH3:49]. The yield is 0.500.